Dataset: Reaction yield outcomes from USPTO patents with 853,638 reactions. Task: Predict the reaction yield, written as a fraction of the theoretical maximum amount of product (1.0 means a 100% yield; for example, 0.34 means a 34% yield). (1) The reactants are [Br:1][C:2]1[CH:7]=[CH:6][C:5]([NH:8][C:9](=[O:40])[CH:10]([N:19]2[C:23](=[O:24])[CH:22]([C:25]3[CH:30]=[CH:29][C:28]([O:31][CH2:32][CH2:33][O:34]C(C)(C)C)=[CH:27][CH:26]=3)[NH:21][C:20]2=[O:39])[CH:11]([C:13]2[CH:18]=[CH:17][CH:16]=[CH:15][CH:14]=2)[CH3:12])=[C:4]([Cl:41])[CH:3]=1.C(#N)C.C[Si](Cl)(C)C.[I-].[Na+]. The catalyst is ClCCl.C(OCC)(=O)C. The product is [Br:1][C:2]1[CH:7]=[CH:6][C:5]([NH:8][C:9](=[O:40])[CH:10]([N:19]2[C:23](=[O:24])[CH:22]([C:25]3[CH:26]=[CH:27][C:28]([O:31][CH2:32][CH2:33][OH:34])=[CH:29][CH:30]=3)[NH:21][C:20]2=[O:39])[CH:11]([C:13]2[CH:14]=[CH:15][CH:16]=[CH:17][CH:18]=2)[CH3:12])=[C:4]([Cl:41])[CH:3]=1. The yield is 0.760. (2) The reactants are [F:1][C:2]1[CH:3]=[C:4]([NH2:8])[CH:5]=[CH:6][CH:7]=1.[C:9]1([CH2:15][S:16](Cl)(=[O:18])=[O:17])[CH:14]=[CH:13][CH:12]=[CH:11][CH:10]=1. The catalyst is C(Cl)Cl. The product is [F:1][C:2]1[CH:3]=[C:4]([NH:8][S:16]([CH2:15][C:9]2[CH:14]=[CH:13][CH:12]=[CH:11][CH:10]=2)(=[O:18])=[O:17])[CH:5]=[CH:6][CH:7]=1. The yield is 0.360.